The task is: Predict which catalyst facilitates the given reaction.. This data is from Catalyst prediction with 721,799 reactions and 888 catalyst types from USPTO. Reactant: [Cl:1][C:2]1[CH:7]=[C:6]([O:8][C:9]([F:12])([F:11])[F:10])[CH:5]=[C:4]([Cl:13])[C:3]=1[NH:14][C:15]([NH:17][C:18]1[S:19][C:20]([C:26]2[CH:31]=[CH:30][C:29]([O:32][CH3:33])=[CH:28][CH:27]=2)=[CH:21][C:22]=1[C:23](O)=[O:24])=[O:16].CN(C(ON1N=NC2C=CC=NC1=2)=[N+](C)C)C.F[P-](F)(F)(F)(F)F.CCN(C(C)C)C(C)C.Cl.[NH2:68][C@@H:69]([CH:74]1[CH2:79][CH2:78][CH2:77][CH2:76][CH2:75]1)[C:70]([O:72][CH3:73])=[O:71]. Product: [CH:74]1([C@H:69]([NH:68][C:23]([C:22]2[CH:21]=[C:20]([C:26]3[CH:27]=[CH:28][C:29]([O:32][CH3:33])=[CH:30][CH:31]=3)[S:19][C:18]=2[NH:17][C:15]([NH:14][C:3]2[C:2]([Cl:1])=[CH:7][C:6]([O:8][C:9]([F:10])([F:12])[F:11])=[CH:5][C:4]=2[Cl:13])=[O:16])=[O:24])[C:70]([O:72][CH3:73])=[O:71])[CH2:79][CH2:78][CH2:77][CH2:76][CH2:75]1. The catalyst class is: 3.